Dataset: Retrosynthesis with 50K atom-mapped reactions and 10 reaction types from USPTO. Task: Predict the reactants needed to synthesize the given product. The reactants are: CCOC(=O)[C@H](C)Nc1ccccc1.CI. Given the product CCOC(=O)[C@H](C)N(C)c1ccccc1, predict the reactants needed to synthesize it.